From a dataset of Forward reaction prediction with 1.9M reactions from USPTO patents (1976-2016). Predict the product of the given reaction. (1) The product is: [F:1][C:2]([F:21])([F:22])[C:3]1[CH:20]=[CH:19][C:6]([CH2:7][NH:8][C:9]([C:10]2[C:11]3[NH:17][C:25](=[O:26])[CH2:24][O:16][C:12]=3[CH:13]=[CH:14][CH:15]=2)=[O:18])=[CH:5][CH:4]=1. Given the reactants [F:1][C:2]([F:22])([F:21])[C:3]1[CH:20]=[CH:19][C:6]([CH2:7][NH:8][C:9](=[O:18])[C:10]2[CH:15]=[CH:14][CH:13]=[C:12]([OH:16])[C:11]=2[NH2:17])=[CH:5][CH:4]=1.Cl[CH2:24][C:25](Cl)=[O:26].C([O-])([O-])=O.[K+].[K+], predict the reaction product. (2) Given the reactants C(N[CH:5]([CH3:7])[CH3:6])(C)C.[Li]CCCC.CCCCCC.[CH3:19][C:20]1[CH:21]([C:28](=[O:30])C)[C:22]2([CH2:25][CH2:26][CH:27]=1)[CH2:24][CH2:23]2.C(=O)C.Cl.[Na+].[Cl-].C([O-])(O)=O.[Na+], predict the reaction product. The product is: [CH3:19][C:20]1[CH:21]([C:28](=[O:30])/[CH:7]=[CH:5]/[CH3:6])[C:22]2([CH2:25][CH2:26][CH:27]=1)[CH2:23][CH2:24]2. (3) The product is: [CH3:32][N:33]([CH2:2][C:3]1[N:4]=[C:5]([NH:8][C:9](=[O:31])[C:10]2[CH:15]=[C:14]([O:16][C:17]3[CH:22]=[CH:21][C:20]([S:23]([CH3:26])(=[O:25])=[O:24])=[CH:19][CH:18]=3)[CH:13]=[C:12]([O:27][CH:28]([CH3:30])[CH3:29])[CH:11]=2)[S:6][CH:7]=1)[CH3:34]. Given the reactants Cl[CH2:2][C:3]1[N:4]=[C:5]([NH:8][C:9](=[O:31])[C:10]2[CH:15]=[C:14]([O:16][C:17]3[CH:22]=[CH:21][C:20]([S:23]([CH3:26])(=[O:25])=[O:24])=[CH:19][CH:18]=3)[CH:13]=[C:12]([O:27][CH:28]([CH3:30])[CH3:29])[CH:11]=2)[S:6][CH:7]=1.[CH3:32][NH:33][CH3:34], predict the reaction product.